The task is: Predict which catalyst facilitates the given reaction.. This data is from Catalyst prediction with 721,799 reactions and 888 catalyst types from USPTO. (1) Reactant: [F:1][C:2]1[CH:30]=[CH:29][C:5]([C:6]([NH:8][C:9]2[C:10]([CH3:28])=[C:11]([CH3:27])[C:12]3[O:16][C:15]([CH3:18])([CH3:17])[CH:14]([C:19]4[CH:24]=[CH:23][CH:22]=[CH:21][CH:20]=4)[C:13]=3[C:25]=2[CH3:26])=O)=[CH:4][CH:3]=1. Product: [F:1][C:2]1[CH:3]=[CH:4][C:5]([CH2:6][NH:8][C:9]2[C:10]([CH3:28])=[C:11]([CH3:27])[C:12]3[O:16][C:15]([CH3:18])([CH3:17])[CH:14]([C:19]4[CH:24]=[CH:23][CH:22]=[CH:21][CH:20]=4)[C:13]=3[C:25]=2[CH3:26])=[CH:29][CH:30]=1. The catalyst class is: 5. (2) Reactant: C[O:2][C:3](=[O:24])[CH2:4][NH:5][C:6]([C:8]1[N:9]=[CH:10][C:11]2[C:16]([C:17]=1[C:18]1[CH:23]=[CH:22][CH:21]=[CH:20][CH:19]=1)=[CH:15][CH:14]=[CH:13][CH:12]=2)=[O:7].[OH-].[K+]. Product: [C:18]1([C:17]2[C:16]3[C:11](=[CH:12][CH:13]=[CH:14][CH:15]=3)[CH:10]=[N:9][C:8]=2[C:6]([NH:5][CH2:4][C:3]([OH:24])=[O:2])=[O:7])[CH:19]=[CH:20][CH:21]=[CH:22][CH:23]=1. The catalyst class is: 14. (3) Reactant: [C:1]([O:5][C:6](=[O:18])[CH2:7][N:8]1[C:12]2[N:13]=[CH:14][N:15]=[CH:16][C:11]=2[C:10](Br)=[CH:9]1)([CH3:4])([CH3:3])[CH3:2].C([Sn](CCCC)(CCCC)[C:24]([O:26]CC)=[CH2:25])CCC.O. Product: [C:1]([O:5][C:6](=[O:18])[CH2:7][N:8]1[C:12]2[N:13]=[CH:14][N:15]=[CH:16][C:11]=2[C:10]([C:24](=[O:26])[CH3:25])=[CH:9]1)([CH3:4])([CH3:3])[CH3:2]. The catalyst class is: 741.